From a dataset of Reaction yield outcomes from USPTO patents with 853,638 reactions. Predict the reaction yield, written as a fraction of the theoretical maximum amount of product (1.0 means a 100% yield; for example, 0.34 means a 34% yield). (1) The reactants are [CH2:1]([NH:4][C:5]1[N:6]=[C:7](Cl)[C:8]2[CH:13]=[CH:12][N:11]([CH3:14])[C:9]=2[N:10]=1)[CH2:2][CH3:3].C(=O)([O-])[O-].[K+].[K+].Cl.[CH3:23][NH:24][CH3:25].O. The catalyst is C(O)CCC. The product is [CH2:1]([NH:4][C:5]1[N:6]=[C:7]([N:24]([CH3:25])[CH3:23])[C:8]2[CH:13]=[CH:12][N:11]([CH3:14])[C:9]=2[N:10]=1)[CH2:2][CH3:3]. The yield is 0.760. (2) The reactants are [NH2:1][C:2]1[NH:6][C:5]2[CH:7]=[CH:8][C:9]([O:11][C:12](=[O:17])[C:13]([CH3:16])([CH3:15])[CH3:14])=[CH:10][C:4]=2[N:3]=1.[O:18]=[C:19]1[N:24]([CH2:25][C:26]2[CH:27]=[C:28]([CH:32]=[CH:33][CH:34]=2)[C:29]([O-])=[O:30])[N:23]=[C:22]([C:35]2[CH:36]=[N:37][CH:38]=[CH:39][CH:40]=2)[CH:21]=[CH:20]1.[Li+].CN1CCOCC1.ON1C2C=CC=CC=2N=N1.CN(C(ON1N=NC2C=CC=CC1=2)=[N+](C)C)C.F[P-](F)(F)(F)(F)F. The catalyst is CN(C=O)C.C(=O)(O)[O-].[Na+]. The product is [O:18]=[C:19]1[N:24]([CH2:25][C:26]2[CH:27]=[C:28]([CH:32]=[CH:33][CH:34]=2)[C:29]([NH:1][C:2]2[NH:6][C:5]3[CH:7]=[CH:8][C:9]([O:11][C:12](=[O:17])[C:13]([CH3:14])([CH3:16])[CH3:15])=[CH:10][C:4]=3[N:3]=2)=[O:30])[N:23]=[C:22]([C:35]2[CH:36]=[N:37][CH:38]=[CH:39][CH:40]=2)[CH:21]=[CH:20]1. The yield is 0.100.